Dataset: Forward reaction prediction with 1.9M reactions from USPTO patents (1976-2016). Task: Predict the product of the given reaction. (1) Given the reactants [CH2:1]([O:3][C:4](=[O:16])[CH2:5][N:6]1[C:14]2[C:9](=[CH:10][CH:11]=[C:12]([NH2:15])[CH:13]=2)[CH:8]=[CH:7]1)[CH3:2].[F:17][C:18]([F:34])([F:33])[O:19][C:20]1[CH:21]=[C:22]([C:26]#[C:27][CH2:28][CH2:29][C:30](O)=[O:31])[CH:23]=[CH:24][CH:25]=1.Cl.CN(C)CCCN=C=NCC, predict the reaction product. The product is: [CH2:1]([O:3][C:4](=[O:16])[CH2:5][N:6]1[C:14]2[C:9](=[CH:10][CH:11]=[C:12]([NH:15][C:30](=[O:31])[CH2:29][CH2:28][C:27]#[C:26][C:22]3[CH:23]=[CH:24][CH:25]=[C:20]([O:19][C:18]([F:33])([F:34])[F:17])[CH:21]=3)[CH:13]=2)[CH:8]=[CH:7]1)[CH3:2]. (2) Given the reactants [O:1]=[S:2]1(=[O:50])[CH2:7][CH2:6][N:5]([CH2:8][CH2:9][NH:10][C@:11]23[CH2:46][CH2:45][C@@H:44]([CH:47]([CH3:49])[CH3:48])[C@@H:12]2[C@@H:13]2[C@@:26]([CH3:29])([CH2:27][CH2:28]3)[C@@:25]3([CH3:30])[C@@H:16]([C@:17]4([CH3:43])[C@@H:22]([CH2:23][CH2:24]3)[C:21]([CH3:32])([CH3:31])[C@@H:20]([C:33]3[CH:42]=[CH:41][C:36]([C:37]([O:39]C)=[O:38])=[CH:35][CH:34]=3)[CH2:19][CH2:18]4)[CH2:15][CH2:14]2)[CH2:4][CH2:3]1.[OH-].[Na+], predict the reaction product. The product is: [O:50]=[S:2]1(=[O:1])[CH2:7][CH2:6][N:5]([CH2:8][CH2:9][NH:10][C@:11]23[CH2:46][CH2:45][C@@H:44]([CH:47]([CH3:48])[CH3:49])[C@@H:12]2[C@@H:13]2[C@@:26]([CH3:29])([CH2:27][CH2:28]3)[C@@:25]3([CH3:30])[C@@H:16]([C@:17]4([CH3:43])[C@@H:22]([CH2:23][CH2:24]3)[C:21]([CH3:32])([CH3:31])[C@@H:20]([C:33]3[CH:34]=[CH:35][C:36]([C:37]([OH:39])=[O:38])=[CH:41][CH:42]=3)[CH2:19][CH2:18]4)[CH2:15][CH2:14]2)[CH2:4][CH2:3]1. (3) The product is: [F:1][C:2]1[CH:7]=[CH:6][CH:5]=[CH:4][C:3]=1[O:8][CH:20]1[CH2:25][CH2:24][CH:23]([C:26]([O:28][CH2:29][CH3:30])=[O:27])[CH2:22][CH2:21]1. Given the reactants [F:1][C:2]1[CH:7]=[CH:6][CH:5]=[CH:4][C:3]=1[OH:8].S(O[CH:20]1[CH2:25][CH2:24][CH:23]([C:26]([O:28][CH2:29][CH3:30])=[O:27])[CH2:22][CH2:21]1)(C1C=CC(C)=CC=1)(=O)=O.C(=O)([O-])[O-].[Cs+].[Cs+], predict the reaction product. (4) Given the reactants [CH3:1][O:2][C:3]1[CH:17]=[CH:16][C:6]([C:7]([NH:9][C:10]2[CH:15]=[CH:14][CH:13]=[CH:12][CH:11]=2)=[O:8])=[CH:5][CH:4]=1.C([Li])CCC.CC(O)C.C(=O)=O.CN(C)[C:32](=[O:39])[C:33]1[CH:38]=[CH:37][CH:36]=[CH:35][CH:34]=1, predict the reaction product. The product is: [OH:39][C:32]1([C:33]2[CH:38]=[CH:37][CH:36]=[CH:35][CH:34]=2)[C:5]2[C:6](=[CH:16][CH:17]=[C:3]([O:2][CH3:1])[CH:4]=2)[C:7](=[O:8])[N:9]1[C:10]1[CH:15]=[CH:14][CH:13]=[CH:12][CH:11]=1. (5) Given the reactants C(OC(=O)C)(=O)C.[Br:8][C:9]1[S:13][C:12]2=[C:14](C(O)=O)[N:15]=[CH:16][N:11]2[CH:10]=1, predict the reaction product. The product is: [Br:8][C:9]1[S:13][C:12]2=[CH:14][N:15]=[CH:16][N:11]2[CH:10]=1. (6) Given the reactants [O:1]=[C:2]1[CH2:10][C:9]2[C:4](=[CH:5][C:6]([C:11]([OH:13])=[O:12])=[CH:7][CH:8]=2)[NH:3]1.[CH2:14]([N:16]([CH2:31][CH3:32])[CH2:17][CH2:18][NH:19][C:20]([C:22]1[C:26]([CH3:27])=[C:25]([CH:28]=O)[NH:24][C:23]=1[CH3:30])=[O:21])[CH3:15], predict the reaction product. The product is: [CH2:31]([N:16]([CH2:14][CH3:15])[CH2:17][CH2:18][NH:19][C:20]([C:22]1[C:26]([CH3:27])=[C:25]([CH:28]=[C:10]2[C:9]3[C:4](=[CH:5][C:6]([C:11]([OH:13])=[O:12])=[CH:7][CH:8]=3)[NH:3][C:2]2=[O:1])[NH:24][C:23]=1[CH3:30])=[O:21])[CH3:32]. (7) The product is: [C:30]([C:29]1[CH:18]([C:17]2[CH:20]=[CH:21][C:14]([Cl:13])=[CH:15][CH:16]=2)[N:12]([C:8]2[CH:9]=[C:10]([CH3:11])[C:5]3[N:6]([C:2]([CH3:1])=[N:3][N:4]=3)[CH:7]=2)[C:24](=[O:25])[C:23]=1[OH:22])(=[O:32])[CH3:31]. Given the reactants [CH3:1][C:2]1[N:6]2[CH:7]=[C:8]([NH2:12])[CH:9]=[C:10]([CH3:11])[C:5]2=[N:4][N:3]=1.[Cl:13][C:14]1[CH:21]=[CH:20][C:17]([CH:18]=O)=[CH:16][CH:15]=1.[O:22]=[C:23]([CH2:29][C:30](=[O:32])[CH3:31])[C:24](OCC)=[O:25], predict the reaction product. (8) Given the reactants [CH3:1][C:2]1[CH:7]=[C:6]([CH3:8])[NH:5][C:4](=[O:9])[C:3]=1[CH2:10][NH:11][C:12](=[O:37])[C:13]1[CH:18]=[C:17]([C:19]2[CH:20]=[N:21][C:22]([CH2:25]O)=[CH:23][CH:24]=2)[CH:16]=[C:15]([N:27]([CH2:34][CH3:35])[CH:28]2[CH2:33][CH2:32][O:31][CH2:30][CH2:29]2)[C:14]=1[CH3:36].CS(Cl)(=O)=O.CCN(C(C)C)C(C)C.[CH3:52][N:53]1[CH2:59][CH2:58][CH2:57][NH:56][CH2:55][CH2:54]1, predict the reaction product. The product is: [CH3:1][C:2]1[CH:7]=[C:6]([CH3:8])[NH:5][C:4](=[O:9])[C:3]=1[CH2:10][NH:11][C:12](=[O:37])[C:13]1[CH:18]=[C:17]([C:19]2[CH:20]=[N:21][C:22]([CH2:25][N:56]3[CH2:57][CH2:58][CH2:59][N:53]([CH3:52])[CH2:54][CH2:55]3)=[CH:23][CH:24]=2)[CH:16]=[C:15]([N:27]([CH2:34][CH3:35])[CH:28]2[CH2:33][CH2:32][O:31][CH2:30][CH2:29]2)[C:14]=1[CH3:36].